Dataset: Forward reaction prediction with 1.9M reactions from USPTO patents (1976-2016). Task: Predict the product of the given reaction. (1) Given the reactants [Cl:1][C:2]1[CH:7]=[C:6]([C:8]([C:13]2[CH:18]=[CH:17][C:16]([C:19]#[C:20][Si](C)(C)C)=[C:15]([Cl:25])[CH:14]=2)([CH2:11][CH3:12])[CH2:9][CH3:10])[CH:5]=[CH:4][C:3]=1[OH:26].CCCC[N+](CCCC)(CCCC)CCCC.[F-].OS([O-])(=O)=O.[K+], predict the reaction product. The product is: [Cl:1][C:2]1[CH:7]=[C:6]([C:8]([C:13]2[CH:18]=[CH:17][C:16]([C:19]#[CH:20])=[C:15]([Cl:25])[CH:14]=2)([CH2:11][CH3:12])[CH2:9][CH3:10])[CH:5]=[CH:4][C:3]=1[OH:26]. (2) Given the reactants Cl[C:2]1[CH:3]=[C:4]([NH:10][C:11]2[CH:16]=[CH:15][C:14]([C:17]([N:19]3[C@@H:24]([CH3:25])[CH2:23][O:22][CH2:21][C@H:20]3[CH3:26])=[O:18])=[CH:13][N:12]=2)[C:5](=[O:9])[N:6]([CH3:8])[N:7]=1.[C:27]([O:30][CH2:31][C:32]1[C:33]([N:47]2[CH2:58][CH2:57][N:56]3[C:49](=[CH:50][C:51]4[CH2:52][C:53]([CH3:60])([CH3:59])[CH2:54][C:55]=43)[C:48]2=[O:61])=[N:34][CH:35]=[CH:36][C:37]=1B1OC(C)(C)C(C)(C)O1)(=[O:29])[CH3:28].[O-]P([O-])([O-])=O.[K+].[K+].[K+].C([O-])(=O)C.[Na+], predict the reaction product. The product is: [C:27]([O:30][CH2:31][C:32]1[C:33]([N:47]2[CH2:58][CH2:57][N:56]3[C:49](=[CH:50][C:51]4[CH2:52][C:53]([CH3:60])([CH3:59])[CH2:54][C:55]=43)[C:48]2=[O:61])=[N:34][CH:35]=[CH:36][C:37]=1[C:2]1[CH:3]=[C:4]([NH:10][C:11]2[CH:16]=[CH:15][C:14]([C:17]([N:19]3[C@@H:24]([CH3:25])[CH2:23][O:22][CH2:21][C@H:20]3[CH3:26])=[O:18])=[CH:13][N:12]=2)[C:5](=[O:9])[N:6]([CH3:8])[N:7]=1)(=[O:29])[CH3:28]. (3) Given the reactants [F:1][C:2]1[CH:7]=[C:6]([O:8][CH2:9][CH2:10][C@@H:11]2[CH2:13][C@@H:12]2[CH:14]2[CH2:19][CH2:18][NH:17][CH2:16][CH2:15]2)[C:5]([F:20])=[CH:4][C:3]=1[CH2:21][C:22]([N:24]([CH3:26])[CH3:25])=[O:23].C(N(CC)CC)C.Cl[C:35]1[N:40]=[CH:39][C:38]([CH2:41][O:42][CH3:43])=[CH:37][N:36]=1, predict the reaction product. The product is: [F:1][C:2]1[CH:7]=[C:6]([O:8][CH2:9][CH2:10][C@@H:11]2[CH2:13][C@@H:12]2[CH:14]2[CH2:15][CH2:16][N:17]([C:35]3[N:40]=[CH:39][C:38]([CH2:41][O:42][CH3:43])=[CH:37][N:36]=3)[CH2:18][CH2:19]2)[C:5]([F:20])=[CH:4][C:3]=1[CH2:21][C:22]([N:24]([CH3:26])[CH3:25])=[O:23]. (4) Given the reactants [N+:1]([C:4]1[CH:5]=[C:6]2[C:11](=[CH:12][CH:13]=1)[O:10][CH:9]([C:14]([OH:16])=[O:15])[CH2:8][C:7]2=[O:17])([O-:3])=[O:2].[CH2:18](O)[CH3:19], predict the reaction product. The product is: [N+:1]([C:4]1[CH:5]=[C:6]2[C:11](=[CH:12][CH:13]=1)[O:10][CH:9]([C:14]([O:16][CH2:18][CH3:19])=[O:15])[CH2:8][C:7]2=[O:17])([O-:3])=[O:2]. (5) Given the reactants [Cl:1][C:2]1[N:7]=[C:6]([Cl:8])[C:5]([C:9](Cl)=[O:10])=[CH:4][N:3]=1.[C:12]([NH2:16])([CH3:15])([CH3:14])[CH3:13].C(N(CC)CC)C, predict the reaction product. The product is: [C:12]([NH:16][C:9]([C:5]1[C:6]([Cl:8])=[N:7][C:2]([Cl:1])=[N:3][CH:4]=1)=[O:10])([CH3:15])([CH3:14])[CH3:13].